Dataset: Forward reaction prediction with 1.9M reactions from USPTO patents (1976-2016). Task: Predict the product of the given reaction. (1) Given the reactants [OH:1][C:2]1[CH:3]=[C:4]([SH:8])[CH:5]=[CH:6][CH:7]=1.Cl[C:10]1[N:14]([CH3:15])[N:13]=[C:12]([CH3:16])[C:11]=1[CH:17]=[O:18].C(=O)([O-])[O-].[K+].[K+].CN(C)C=O, predict the reaction product. The product is: [OH:1][C:2]1[CH:3]=[C:4]([S:8][C:10]2[N:14]([CH3:15])[N:13]=[C:12]([CH3:16])[C:11]=2[CH:17]=[O:18])[CH:5]=[CH:6][CH:7]=1. (2) Given the reactants C([N:8]1[CH:12]=[C:11]([C:13]2([OH:17])[CH2:16][O:15][CH2:14]2)[N:10]=[CH:9]1)C1C=CC=CC=1.C(N1C=C(I)N=C1)C1C=CC=CC=1.CC[Mg+].[Br-], predict the reaction product. The product is: [NH:8]1[CH:12]=[C:11]([C:13]2([OH:17])[CH2:16][O:15][CH2:14]2)[N:10]=[CH:9]1. (3) Given the reactants C(N(CC)CC)C.[Br:8][C:9]1[CH:14]=[CH:13][C:12]([CH2:15][CH2:16][NH2:17])=[CH:11][CH:10]=1.[N+:18]([C:21]1[CH:26]=[CH:25][CH:24]=[CH:23][C:22]=1[S:27](Cl)(=[O:29])=[O:28])([O-:20])=[O:19].C(=O)([O-])O.[Na+], predict the reaction product. The product is: [Br:8][C:9]1[CH:14]=[CH:13][C:12]([CH2:15][CH2:16][NH:17][S:27]([C:22]2[CH:23]=[CH:24][CH:25]=[CH:26][C:21]=2[N+:18]([O-:20])=[O:19])(=[O:28])=[O:29])=[CH:11][CH:10]=1. (4) The product is: [N:2]1([C:23]([O:24][CH2:25][C:26]2[CH:31]=[CH:30][CH:29]=[CH:28][CH:27]=2)=[O:32])[CH2:6][CH2:5][CH:4]([C:7]([O:9][CH3:10])=[O:8])[CH2:3]1. Given the reactants Cl.[NH:2]1[CH2:6][CH2:5][CH:4]([C:7]([O:9][CH3:10])=[O:8])[CH2:3]1.C([O-])([O-])=O.[K+].[K+].C1COCC1.O.[C:23](Cl)(=[O:32])[O:24][CH2:25][C:26]1[CH:31]=[CH:30][CH:29]=[CH:28][CH:27]=1, predict the reaction product. (5) Given the reactants [CH3:1][C:2]1[N:7]=[C:6]2[NH:8][CH:9]=[CH:10][C:5]2=[C:4]([C:11]2[CH:16]=[CH:15][C:14]([CH3:17])=[CH:13][CH:12]=2)[C:3]=1[C:18]([O:20][CH3:21])=[O:19].C(=O)([O-])[O-].[Cs+].[Cs+].[Cl:28][C:29]1[CH:36]=[CH:35][C:32]([CH2:33]Br)=[C:31]([F:37])[CH:30]=1.[NH4+].[Cl-], predict the reaction product. The product is: [Cl:28][C:29]1[CH:36]=[CH:35][C:32]([CH2:33][N:8]2[C:6]3=[N:7][C:2]([CH3:1])=[C:3]([C:18]([O:20][CH3:21])=[O:19])[C:4]([C:11]4[CH:12]=[CH:13][C:14]([CH3:17])=[CH:15][CH:16]=4)=[C:5]3[CH:10]=[CH:9]2)=[C:31]([F:37])[CH:30]=1. (6) Given the reactants [Cl:1][C:2]1[CH:3]=[CH:4][C:5]2[NH:11][C:10](=[O:12])[C@@H:9]([CH2:13][C:14]([OH:16])=[O:15])[S:8][C@H:7]([C:17]3[C:22]([F:23])=[CH:21][CH:20]=[C:19]([O:24][CH3:25])[C:18]=3[O:26][CH3:27])[C:6]=2[CH:28]=1.S(Cl)(Cl)=O.[CH2:33](O)[CH3:34], predict the reaction product. The product is: [Cl:1][C:2]1[CH:3]=[CH:4][C:5]2[NH:11][C:10](=[O:12])[C@@H:9]([CH2:13][C:14]([O:16][CH2:33][CH3:34])=[O:15])[S:8][C@H:7]([C:17]3[C:22]([F:23])=[CH:21][CH:20]=[C:19]([O:24][CH3:25])[C:18]=3[O:26][CH3:27])[C:6]=2[CH:28]=1. (7) Given the reactants [CH3:1][C:2]1[N:7]=[C:6]([NH:8]S(C2C=CC(C3C=CC(C#N)=CC=3)=CC=2)(=O)=O)[CH:5]=[CH:4][CH:3]=1.[Br:26][C:27]1[CH:40]=[CH:39][C:30]2[S:31][C:32]([S:35](Cl)(=[O:37])=[O:36])=[C:33]([CH3:34])[C:29]=2[CH:28]=1, predict the reaction product. The product is: [CH3:1][C:2]1[N:7]=[C:6]([NH:8][S:35]([C:32]2[S:31][C:30]3[CH:39]=[CH:40][C:27]([Br:26])=[CH:28][C:29]=3[C:33]=2[CH3:34])(=[O:37])=[O:36])[CH:5]=[CH:4][CH:3]=1. (8) Given the reactants [C:1]([C:3]1[CH:31]=[CH:30][C:6]([C:7]([NH:9][NH:10][C:11](=O)[C@H:12]([NH:16][C:17]2[C:26]3[C:21](=[CH:22][CH:23]=[CH:24][CH:25]=3)[C:20]([C:27]#[N:28])=[CH:19][CH:18]=2)[C@H:13]([OH:15])[CH3:14])=[O:8])=[CH:5][CH:4]=1)#[N:2].C(NP1(N(CC)CC)N(C)CCCN1C)(C)(C)C, predict the reaction product. The product is: [C:1]([C:3]1[CH:31]=[CH:30][C:6]([C:7]2[O:8][C:11]([C@H:12]([NH:16][C:17]3[C:26]4[C:21](=[CH:22][CH:23]=[CH:24][CH:25]=4)[C:20]([C:27]#[N:28])=[CH:19][CH:18]=3)[C@H:13]([OH:15])[CH3:14])=[N:10][N:9]=2)=[CH:5][CH:4]=1)#[N:2]. (9) Given the reactants C(OC([NH:8][CH2:9][C:10]1[CH:15]=[CH:14][CH:13]=[C:12]([CH2:16][NH:17][S:18]([C:21]2[CH:30]=[CH:29][CH:28]=[C:27]3[C:22]=2[CH:23]=[CH:24][N:25]=[CH:26]3)(=[O:20])=[O:19])[CH:11]=1)=O)(C)(C)C.Cl, predict the reaction product. The product is: [CH:26]1[C:27]2[C:22](=[C:21]([S:18]([NH:17][CH2:16][C:12]3[CH:13]=[CH:14][CH:15]=[C:10]([CH2:9][NH2:8])[CH:11]=3)(=[O:19])=[O:20])[CH:30]=[CH:29][CH:28]=2)[CH:23]=[CH:24][N:25]=1. (10) The product is: [O:20]=[S:9]1(=[O:21])[C:10]2[C:15](=[CH:14][CH:13]=[CH:12][CH:11]=2)[C:16]2[C:7](=[C:6]3[C:19](=[CH:18][CH:17]=2)[C:2]([N:24]([CH2:25][CH3:26])[CH2:22][CH3:23])=[CH:3][CH:4]=[N:5]3)[NH:8]1. Given the reactants Cl[C:2]1[C:19]2[C:6](=[C:7]3[C:16](=[CH:17][CH:18]=2)[C:15]2[C:10](=[CH:11][CH:12]=[CH:13][CH:14]=2)[S:9](=[O:21])(=[O:20])[NH:8]3)[N:5]=[CH:4][CH:3]=1.[CH2:22]([NH:24][CH2:25][CH3:26])[CH3:23].CCN(C(C)C)C(C)C, predict the reaction product.